This data is from Forward reaction prediction with 1.9M reactions from USPTO patents (1976-2016). The task is: Predict the product of the given reaction. (1) Given the reactants [OH:1][CH2:2][CH2:3][O:4][CH:5]1[CH:10]([C:11]2[CH:16]=[CH:15][C:14]([O:17][CH2:18][CH2:19][CH2:20][O:21][CH2:22][C:23]3[CH:28]=[CH:27][CH:26]=[CH:25][C:24]=3[O:29][CH3:30])=[CH:13][CH:12]=2)[CH2:9][CH2:8][N:7]([C:31]([O:33][C:34]([CH3:37])([CH3:36])[CH3:35])=[O:32])[CH2:6]1.[H-].[Na+].[Cl:40][C:41]1[C:46]([CH2:47][C:48]([O:50][CH3:51])=[O:49])=[C:45](Cl)[N:44]=[C:43]([CH3:53])[N:42]=1.O, predict the reaction product. The product is: [Cl:40][C:41]1[N:42]=[C:43]([CH3:53])[N:44]=[C:45]([O:1][CH2:2][CH2:3][O:4][CH:5]2[CH:10]([C:11]3[CH:12]=[CH:13][C:14]([O:17][CH2:18][CH2:19][CH2:20][O:21][CH2:22][C:23]4[CH:28]=[CH:27][CH:26]=[CH:25][C:24]=4[O:29][CH3:30])=[CH:15][CH:16]=3)[CH2:9][CH2:8][N:7]([C:31]([O:33][C:34]([CH3:37])([CH3:36])[CH3:35])=[O:32])[CH2:6]2)[C:46]=1[CH2:47][C:48]([O:50][CH3:51])=[O:49]. (2) Given the reactants C(OC([NH:11][C:12]1[CH:13]=[C:14]2[C:19](=[CH:20][CH:21]=1)[C:18](=[O:22])[N:17]([CH2:23][CH:24]([CH3:26])[CH3:25])[C:16]([CH2:27][NH:28][C:29]([O:31][C:32]([CH3:35])([CH3:34])[CH3:33])=[O:30])=[C:15]2[C:36]1[CH:41]=[CH:40][CH:39]=[CH:38][CH:37]=1)=O)C1C=CC=CC=1.C(O)C, predict the reaction product. The product is: [NH2:11][C:12]1[CH:13]=[C:14]2[C:19](=[CH:20][CH:21]=1)[C:18](=[O:22])[N:17]([CH2:23][CH:24]([CH3:26])[CH3:25])[C:16]([CH2:27][NH:28][C:29]([O:31][C:32]([CH3:35])([CH3:33])[CH3:34])=[O:30])=[C:15]2[C:36]1[CH:37]=[CH:38][CH:39]=[CH:40][CH:41]=1.